This data is from Reaction yield outcomes from USPTO patents with 853,638 reactions. The task is: Predict the reaction yield, written as a fraction of the theoretical maximum amount of product (1.0 means a 100% yield; for example, 0.34 means a 34% yield). (1) The reactants are [CH2:1]([O:3][CH2:4][O:5][C:6]1[CH:11]=[C:10]([O:12][CH2:13][O:14][CH2:15][CH3:16])[CH:9]=[CH:8][C:7]=1[O:17][CH:18]([CH3:20])[CH3:19])[CH3:2].[Li][CH2:22]CCC.CI. The catalyst is C1COCC1. The product is [CH2:15]([O:14][CH2:13][O:12][C:10]1[CH:9]=[CH:8][C:7]([O:17][CH:18]([CH3:20])[CH3:19])=[C:6]([O:5][CH2:4][O:3][CH2:1][CH3:2])[C:11]=1[CH3:22])[CH3:16]. The yield is 0.790. (2) The reactants are CS(C)=O.[F:5][C:6]1[CH:7]=[C:8]([CH:17]=[CH:18][C:19]=1/[CH:20]=[CH:21]/[N+:22]([O-:24])=[O:23])[O:9][CH2:10][C:11]1[CH:16]=[CH:15][CH:14]=[CH:13][N:12]=1.C(O)(=O)C.[BH4-].[Na+]. The catalyst is O. The product is [F:5][C:6]1[CH:7]=[C:8]([CH:17]=[CH:18][C:19]=1[CH2:20][CH2:21][N+:22]([O-:24])=[O:23])[O:9][CH2:10][C:11]1[CH:16]=[CH:15][CH:14]=[CH:13][N:12]=1. The yield is 0.507.